From a dataset of Peptide-MHC class I binding affinity with 185,985 pairs from IEDB/IMGT. Regression. Given a peptide amino acid sequence and an MHC pseudo amino acid sequence, predict their binding affinity value. This is MHC class I binding data. (1) The peptide sequence is LIAATAITK. The MHC is BoLA-T2a with pseudo-sequence BoLA-T2a. The binding affinity (normalized) is 0.351. (2) The peptide sequence is SFSNTIQSY. The MHC is HLA-A33:01 with pseudo-sequence HLA-A33:01. The binding affinity (normalized) is 0. (3) The MHC is Mamu-A07 with pseudo-sequence Mamu-A07. The peptide sequence is RRAIRGEQLL. The binding affinity (normalized) is 0.00882. (4) The peptide sequence is RIYKRSLKL. The MHC is HLA-C04:01 with pseudo-sequence HLA-C04:01. The binding affinity (normalized) is 0.213.